Dataset: Forward reaction prediction with 1.9M reactions from USPTO patents (1976-2016). Task: Predict the product of the given reaction. (1) Given the reactants [Br:1][CH2:2][CH2:3]OC1C=CC(O)=CC=1.[C:12]1([CH2:18][CH2:19][OH:20])[CH:17]=[CH:16][CH:15]=[CH:14][CH:13]=1.[C:34]1(P([C:34]2[CH:39]=[CH:38][CH:37]=[CH:36][CH:35]=2)[C:34]2[CH:39]=[CH:38][CH:37]=[CH:36][CH:35]=2)[CH:39]=[CH:38][CH:37]=[CH:36][CH:35]=1.N(C(OC(C)(C)C)=O)=NC(OC(C)(C)C)=O, predict the reaction product. The product is: [CH2:19]([O:20][C:37]1[CH:36]=[CH:35][C:34]([CH:2]([Br:1])[CH3:3])=[CH:39][CH:38]=1)[CH2:18][C:12]1[CH:17]=[CH:16][CH:15]=[CH:14][CH:13]=1. (2) Given the reactants [H-].[Na+].[CH3:3][C:4]1[C:13]([CH3:14])=[C:12](O)[C:11]2[C:6](=[C:7]([F:20])[CH:8]=[C:9]([C:16]([CH3:19])([CH3:18])[CH3:17])[CH:10]=2)[N:5]=1.[C:21]([O:24][CH2:25][C:26](Cl)=[O:27])(=[O:23])[CH3:22], predict the reaction product. The product is: [CH3:3][C:4]1[C:13]([CH3:14])=[C:12]([C:26](=[O:27])[CH2:25][O:24][C:21](=[O:23])[CH3:22])[C:11]2[C:6](=[C:7]([F:20])[CH:8]=[C:9]([C:16]([CH3:19])([CH3:18])[CH3:17])[CH:10]=2)[N:5]=1. (3) Given the reactants [H-].[Na+].[CH3:3][O:4][C:5]1[N:10]=[C:9]([NH2:11])[CH:8]=[CH:7][N:6]=1.[CH3:12][C:13]1[C:31]([C:32](OC2C=CC([N+]([O-])=O)=CC=2)=[O:33])=[C:16]2[N:17]=[C:18]([C:21]3[CH:26]=[CH:25][CH:24]=[CH:23][C:22]=3[C:27]([F:30])([F:29])[F:28])[CH:19]=[CH:20][N:15]2[N:14]=1, predict the reaction product. The product is: [CH3:3][O:4][C:5]1[N:10]=[C:9]([NH:11][C:32]([C:31]2[C:13]([CH3:12])=[N:14][N:15]3[CH:20]=[CH:19][C:18]([C:21]4[CH:26]=[CH:25][CH:24]=[CH:23][C:22]=4[C:27]([F:30])([F:28])[F:29])=[N:17][C:16]=23)=[O:33])[CH:8]=[CH:7][N:6]=1. (4) Given the reactants [F:1][C:2]1[C:7]([O:8][CH2:9][C:10]2[O:14][N:13]=[C:12]([C:15]3[CH:20]=[CH:19][C:18]([O:21]C)=[CH:17][CH:16]=3)[N:11]=2)=[CH:6][CH:5]=[C:4]([F:23])[C:3]=1[C:24]([NH2:26])=[O:25].O, predict the reaction product. The product is: [F:1][C:2]1[C:7]([O:8][CH2:9][C:10]2[O:14][N:13]=[C:12]([C:15]3[CH:20]=[CH:19][C:18]([OH:21])=[CH:17][CH:16]=3)[N:11]=2)=[CH:6][CH:5]=[C:4]([F:23])[C:3]=1[C:24]([NH2:26])=[O:25]. (5) Given the reactants [N+:1]([C:4]1[CH:12]=[CH:11][CH:10]=[C:9]2[C:5]=1[CH:6]=[N:7][NH:8]2)([O-:3])=[O:2].[OH-].[K+].[I:15]I.S(=O)(O)[O-].[Na+], predict the reaction product. The product is: [I:15][C:6]1[C:5]2[C:9](=[CH:10][CH:11]=[CH:12][C:4]=2[N+:1]([O-:3])=[O:2])[NH:8][N:7]=1. (6) Given the reactants C1(P(C2CCCCC2)C2C=CC=CC=2C2C=CC=CC=2N(C)C)CCCCC1.[O-]P([O-])([O-])=O.[K+].[K+].[K+].Br[C:38]1[CH:43]=[CH:42][C:41]([O:44][CH3:45])=[C:40]([N+:46]([O-:48])=[O:47])[CH:39]=1.[CH3:49][N:50]1[CH2:55][CH2:54][NH:53][CH2:52][CH2:51]1, predict the reaction product. The product is: [CH3:45][O:44][C:41]1[CH:42]=[CH:43][C:38]([N:53]2[CH2:54][CH2:55][N:50]([CH3:49])[CH2:51][CH2:52]2)=[CH:39][C:40]=1[N+:46]([O-:48])=[O:47]. (7) Given the reactants [CH2:1]([O:8][C:9]1[C:10](Cl)=[N:11][CH:12]=[N:13][C:14]=1[Cl:15])[C:2]1[CH:7]=[CH:6][CH:5]=[CH:4][CH:3]=1.[OH-].[NH4+:18], predict the reaction product. The product is: [CH2:1]([O:8][C:9]1[C:10]([NH2:18])=[N:11][CH:12]=[N:13][C:14]=1[Cl:15])[C:2]1[CH:7]=[CH:6][CH:5]=[CH:4][CH:3]=1. (8) Given the reactants Cl.[OH:2][CH2:3][C:4]([N:6]1[CH2:11][CH2:10][NH:9][CH2:8][CH2:7]1)=[O:5].[CH:12]([N:15]1[C:19]([C:20]2[CH:21]=[C:22]3[N:28]([N:29]=2)[C:27]2[CH:30]=[C:31]([CH:34]=O)[CH:32]=[CH:33][C:26]=2[O:25][CH2:24][CH2:23]3)=[N:18][CH:17]=[N:16]1)([CH3:14])[CH3:13], predict the reaction product. The product is: [OH:2][CH2:3][C:4]([N:6]1[CH2:11][CH2:10][N:9]([CH2:34][C:31]2[CH:32]=[CH:33][C:26]3[O:25][CH2:24][CH2:23][C:22]4[N:28]([N:29]=[C:20]([C:19]5[N:15]([CH:12]([CH3:14])[CH3:13])[N:16]=[CH:17][N:18]=5)[CH:21]=4)[C:27]=3[CH:30]=2)[CH2:8][CH2:7]1)=[O:5]. (9) Given the reactants [OH:1][C:2]1[CH:7]=[CH:6][C:5](B(O)O)=[CH:4][CH:3]=1.Br[C:12]1[CH:17]=[CH:16][C:15]([C:18]([F:21])([F:20])[F:19])=[CH:14][N:13]=1, predict the reaction product. The product is: [F:19][C:18]([F:21])([F:20])[C:15]1[CH:16]=[CH:17][C:12]([C:5]2[CH:6]=[CH:7][C:2]([OH:1])=[CH:3][CH:4]=2)=[N:13][CH:14]=1. (10) Given the reactants F[C:2]1[N:7]2[CH:8]=[C:9]([CH2:11][N:12]3[C@H:25]4[C@H:16]([CH2:17][CH2:18][C:19]5[C:24]4=[N:23][CH:22]=[CH:21][CH:20]=5)[CH2:15][CH2:14][CH2:13]3)[N:10]=[C:6]2[CH:5]=[CH:4][CH:3]=1.[NH:26]1[CH2:31][CH2:30][CH:29]([OH:32])[CH2:28][CH2:27]1, predict the reaction product. The product is: [N:12]1([CH2:11][C:9]2[N:10]=[C:6]3[CH:5]=[CH:4][CH:3]=[C:2]([N:26]4[CH2:31][CH2:30][CH:29]([OH:32])[CH2:28][CH2:27]4)[N:7]3[CH:8]=2)[C@H:25]2[C@H:16]([CH2:17][CH2:18][C:19]3[C:24]2=[N:23][CH:22]=[CH:21][CH:20]=3)[CH2:15][CH2:14][CH2:13]1.